This data is from Forward reaction prediction with 1.9M reactions from USPTO patents (1976-2016). The task is: Predict the product of the given reaction. (1) Given the reactants [Br:1][C:2]1[CH:3]=[N:4][C:5](Cl)=[N:6][CH:7]=1.[CH:9]1([O:15][CH:16]2[CH2:21][CH2:20][NH:19][CH2:18][CH2:17]2)[CH2:14][CH2:13][CH2:12][CH2:11][CH2:10]1.C(=O)([O-])[O-].[K+].[K+].Cl, predict the reaction product. The product is: [Br:1][C:2]1[CH:3]=[N:4][C:5]([N:19]2[CH2:20][CH2:21][CH:16]([O:15][CH:9]3[CH2:14][CH2:13][CH2:12][CH2:11][CH2:10]3)[CH2:17][CH2:18]2)=[N:6][CH:7]=1. (2) The product is: [P:42]([O-:46])([O-:45])([O-:44])=[O:43].[Zn+2:21].[P:66]([O-:69])([O-:68])([O-:67])=[O:65].[Zn+2:21].[Zn+2:21]. Given the reactants C([O-])(=O)CCCCCCCCCCCCCCCCC.[Zn+2:21].C([O-])(=O)CCCCCCCCCCCCCCCCC.[P:42](=[O:46])([OH:45])([OH:44])[OH:43].C([O:65][P:66](=[O:69])([OH:68])[OH:67])CCCCCCCCCCCCCCCCC.C(OP(=O)(O)OCCCCCCCCCCCCCCCCCC)CCCCCCCCCCCCCCCCC.[Zn].O=P12OP3(OP(OP(O3)(O1)=O)(=O)O2)=O, predict the reaction product. (3) The product is: [C:27]([CH:30]1[CH2:35][CH2:34][CH:33]([NH:36][C:37]2[C:42]([F:43])=[CH:41][N:40]=[C:39]([NH:11][C:5]3[CH:6]=[CH:7][C:8]4[O:9][CH2:10][CH2:1][O:2][C:3]=4[CH:4]=3)[N:38]=2)[CH2:32][CH2:31]1)([OH:29])=[O:28]. Given the reactants [CH2:1]1[CH2:10][O:9][C:8]2[CH:7]=[CH:6][C:5]([NH:11]C3C(F)=CN=C(NC4C=CC=C(O)C=4)N=3)=[CH:4][C:3]=2[O:2]1.[C:27]([CH:30]1[CH2:35][CH2:34][CH:33]([NH:36][C:37]2[C:42]([F:43])=[CH:41][N:40]=[C:39](Cl)[N:38]=2)[CH2:32][CH2:31]1)([OH:29])=[O:28].C1COC2C=CC(N)=CC=2O1, predict the reaction product. (4) Given the reactants [CH2:1]([C:3]1[N:8]=[C:7]([NH:9][NH2:10])[CH:6]=[C:5]([C:11]2[CH:16]=[CH:15][CH:14]=[CH:13][C:12]=2[O:17][CH3:18])[N:4]=1)[CH3:2].[CH3:19][C:20]1[CH:25]=[CH:24][C:23]([C:26]([CH3:28])=O)=[CH:22][CH:21]=1, predict the reaction product. The product is: [CH2:1]([C:3]1[N:8]=[C:7]([NH:9][N:10]=[C:26]([C:23]2[CH:24]=[CH:25][C:20]([CH3:19])=[CH:21][CH:22]=2)[CH3:28])[CH:6]=[C:5]([C:11]2[CH:16]=[CH:15][CH:14]=[CH:13][C:12]=2[O:17][CH3:18])[N:4]=1)[CH3:2]. (5) Given the reactants [CH3:1][N:2]1[CH2:19][CH:18]2[CH:4]([C:5]3[CH:6]=[CH:7][CH:8]=[CH:9][C:10]=3[O:11][C:12]3[CH:13]=[CH:14][C:15]([Cl:20])=[CH:16][C:17]=32)[CH2:3]1.[C:21]([C@@H:24]([C@H:26]([C:28]([O-:30])=[O:29])[OH:27])[OH:25])([O-:23])=[O:22], predict the reaction product. The product is: [CH3:1][N:2]1[CH2:19][CH:18]2[CH:4]([C:5]3[CH:6]=[CH:7][CH:8]=[CH:9][C:10]=3[O:11][C:12]3[CH:13]=[CH:14][C:15]([Cl:20])=[CH:16][C:17]=32)[CH2:3]1.[OH2:22].[C:21]([C@@H:24]([C@H:26]([C:28]([OH:30])=[O:29])[OH:27])[OH:25])([OH:23])=[O:22]. (6) Given the reactants [OH-].[Li+].[C:3]1([C:29]2[CH:34]=[CH:33][CH:32]=[CH:31][CH:30]=2)[CH:8]=[CH:7][C:6]([NH:9][C:10](=[O:28])[C:11](=[C:17]2[NH:21][C:20]([CH3:22])=[C:19]([S:23]([NH:26][CH3:27])(=[O:25])=[O:24])[S:18]2)C(OCC)=O)=[CH:5][CH:4]=1, predict the reaction product. The product is: [C:3]1([C:29]2[CH:34]=[CH:33][CH:32]=[CH:31][CH:30]=2)[CH:4]=[CH:5][C:6]([NH:9][C:10](=[O:28])[CH2:11][C:17]2[S:18][C:19]([S:23]([NH:26][CH3:27])(=[O:25])=[O:24])=[C:20]([CH3:22])[N:21]=2)=[CH:7][CH:8]=1. (7) Given the reactants [Cl:1][C:2]1[N:3]=[CH:4][C:5]2[C:11]([CH3:12])=[CH:10][C:9](=[O:13])[N:8]([CH:14]3[CH2:18][CH2:17][CH2:16][CH2:15]3)[C:6]=2[N:7]=1.[Br:19]N1C(=O)CCC1=O.C(O)(=O)C(O)=O.S(=O)(O)[O-].[Na+], predict the reaction product. The product is: [Br:19][C:10]1[C:9](=[O:13])[N:8]([CH:14]2[CH2:15][CH2:16][CH2:17][CH2:18]2)[C:6]2[N:7]=[C:2]([Cl:1])[N:3]=[CH:4][C:5]=2[C:11]=1[CH3:12]. (8) Given the reactants Br[C:2]1[CH:3]=[N:4][CH:5]=[C:6]([Br:8])[CH:7]=1.[NH:9]1[CH2:13][CH2:12][CH2:11][CH2:10]1, predict the reaction product. The product is: [Br:8][C:6]1[CH:5]=[N:4][CH:3]=[C:2]([N:9]2[CH2:13][CH2:12][CH2:11][CH2:10]2)[CH:7]=1.